Predict the reactants needed to synthesize the given product. From a dataset of Full USPTO retrosynthesis dataset with 1.9M reactions from patents (1976-2016). Given the product [Cl:1][C:2]1[CH:8]=[CH:7][CH:6]=[C:5]([CH3:9])[C:3]=1[N:4]1[C:27]2[C:26]([CH2:31][CH:30]([CH2:32][CH3:33])[CH2:29][CH:28]=2)=[CH:25][C:24]1=[O:23], predict the reactants needed to synthesize it. The reactants are: [Cl:1][C:2]1[CH:8]=[CH:7][CH:6]=[C:5]([CH3:9])[C:3]=1[NH2:4].C1(C)C=CC(S(O)(=O)=O)=CC=1.C([O:23][C:24](=O)[CH:25]=[C:26]1[CH2:31][CH:30]([CH2:32][CH3:33])[CH2:29][CH2:28][C:27]1=O)C.O.